This data is from Catalyst prediction with 721,799 reactions and 888 catalyst types from USPTO. The task is: Predict which catalyst facilitates the given reaction. (1) Reactant: [Li+].[OH-].C[O:4][C:5](=[O:34])/[CH:6]=[C:7](/[C:30]([F:33])([F:32])[F:31])\[CH:8]=[CH:9]\[CH:10]=[C:11](/[C:13]1[CH:18]=[C:17]([CH:19]([CH3:21])[CH3:20])[CH:16]=[C:15]([CH:22]([CH3:24])[CH3:23])[C:14]=1[O:25][CH2:26][CH2:27][CH2:28][CH3:29])\[CH3:12]. Product: [CH2:26]([O:25][C:14]1[C:15]([CH:22]([CH3:24])[CH3:23])=[CH:16][C:17]([CH:19]([CH3:20])[CH3:21])=[CH:18][C:13]=1/[C:11](/[CH3:12])=[CH:10]\[CH:9]=[CH:8]\[C:7](\[C:30]([F:31])([F:32])[F:33])=[CH:6]/[C:5]([OH:34])=[O:4])[CH2:27][CH2:28][CH3:29]. The catalyst class is: 5. (2) Reactant: [CH3:1][O:2][C:3]([C:5]1[N:6]([N:23]=[CH:24][CH2:25][CH2:26][CH2:27][CH3:28])[C:7](=[O:22])[C:8]2[C:13]([C:14]=1[C:15]1[CH:20]=[CH:19][CH:18]=[CH:17][CH:16]=1)=[CH:12][C:11]([Cl:21])=[CH:10][CH:9]=2)=[O:4].C(O)(=O)C.C([BH3-])#N.[Na+]. Product: [CH3:1][O:2][C:3]([C:5]1[N:6]([NH:23][CH2:24][CH2:25][CH2:26][CH2:27][CH3:28])[C:7](=[O:22])[C:8]2[C:13]([C:14]=1[C:15]1[CH:20]=[CH:19][CH:18]=[CH:17][CH:16]=1)=[CH:12][C:11]([Cl:21])=[CH:10][CH:9]=2)=[O:4]. The catalyst class is: 5. (3) Reactant: [C:1]12([SH:11])[CH2:10][CH:5]3[CH2:6][CH:7]([CH2:9][CH:3]([CH2:4]3)[CH2:2]1)[CH2:8]2.[H-].[Na+].[NH2:14][C:15]1[C:20](Br)=[N:19][C:18]([C:22]2[CH:27]=[CH:26][CH:25]=[CH:24][CH:23]=2)=[CH:17][N:16]=1. Product: [NH2:14][C:15]1[C:20]([S:11][C:1]23[CH2:8][CH:7]4[CH2:6][CH:5]([CH2:4][CH:3]([CH2:9]4)[CH2:2]2)[CH2:10]3)=[N:19][C:18]([C:22]2[CH:27]=[CH:26][CH:25]=[CH:24][CH:23]=2)=[CH:17][N:16]=1. The catalyst class is: 10. (4) Reactant: Cl[C:2]1[C:7]([C:8]([OH:10])=[O:9])=[CH:6][CH:5]=[C:4]([C:11]2[CH:16]=[C:15]([O:17][CH2:18][CH:19]([CH3:21])[CH3:20])[CH:14]=[C:13]([F:22])[CH:12]=2)[N:3]=1.[CH3:23][C:24]1([CH3:30])[CH2:28][C@H:27]([CH3:29])[CH2:26][NH:25]1.C([O-])([O-])=O.[K+].[K+].[F-].[Cs+].Cl. Product: [F:22][C:13]1[CH:12]=[C:11]([C:4]2[N:3]=[C:2]([N:25]3[CH2:26][C@@H:27]([CH3:29])[CH2:28][C:24]3([CH3:30])[CH3:23])[C:7]([C:8]([OH:10])=[O:9])=[CH:6][CH:5]=2)[CH:16]=[C:15]([O:17][CH2:18][CH:19]([CH3:21])[CH3:20])[CH:14]=1. The catalyst class is: 58. (5) Reactant: C(N(CC)C(C)C)(C)C.[CH3:10][C:11]1[O:12][C:13]([CH3:19])=[CH:14][C:15]=1[C:16](Cl)=[O:17].[OH:20]/[N:21]=[C:22](\[NH2:30])/[C:23]1[CH:28]=[CH:27][C:26]([CH3:29])=[CH:25][CH:24]=1. Product: [CH3:10][C:11]1[O:12][C:13]([CH3:19])=[CH:14][C:15]=1[C:16]([O:20]/[N:21]=[C:22](\[NH2:30])/[C:23]1[CH:28]=[CH:27][C:26]([CH3:29])=[CH:25][CH:24]=1)=[O:17]. The catalyst class is: 1. (6) Reactant: [CH3:1][C:2]([CH3:13])([CH3:12])[C:3]([NH:5][C:6]1[CH:11]=[CH:10][CH:9]=[CH:8][N:7]=1)=[O:4].C([Li])CCC.CCCCCC.Cl.[C:26](=O)([O-])[O-:27].[K+].[K+]. Product: [CH:26]([C:11]1[C:6]([NH:5][C:3](=[O:4])[C:2]([CH3:13])([CH3:12])[CH3:1])=[N:7][CH:8]=[CH:9][CH:10]=1)=[O:27]. The catalyst class is: 213.